Dataset: Forward reaction prediction with 1.9M reactions from USPTO patents (1976-2016). Task: Predict the product of the given reaction. (1) Given the reactants C(OC(=O)[NH:7][C:8]1[CH:13]=[C:12]([N:14]([CH2:16][CH2:17][O:18][CH3:19])[CH3:15])[C:11]([Cl:20])=[CH:10][C:9]=1[NH:21][C:22](=[O:45])[CH2:23][C:24](=O)[C:25]1[CH:30]=[CH:29][CH:28]=[C:27]([N:31]2[C:35]([CH2:36][O:37]C3CCCCO3)=[CH:34][N:33]=[N:32]2)[CH:26]=1)(C)(C)C.C(O)(C(F)(F)F)=O, predict the reaction product. The product is: [Cl:20][C:11]1[C:12]([N:14]([CH2:16][CH2:17][O:18][CH3:19])[CH3:15])=[CH:13][C:8]2[N:7]=[C:24]([C:25]3[CH:30]=[CH:29][CH:28]=[C:27]([N:31]4[C:35]([CH2:36][OH:37])=[CH:34][N:33]=[N:32]4)[CH:26]=3)[CH2:23][C:22](=[O:45])[NH:21][C:9]=2[CH:10]=1. (2) Given the reactants [Cl:1][C:2]1[CH:3]=[C:4]([NH:16][C:17]2[C:26]3[C:21](=[CH:22][CH:23]=[C:24]([O:27][CH:28]4[CH2:33][CH2:32][NH:31][CH2:30][CH2:29]4)[CH:25]=3)[N:20]=[CH:19][N:18]=2)[CH:5]=[CH:6][C:7]=1[O:8][CH2:9][C:10]1[CH:15]=[CH:14][CH:13]=[CH:12][N:11]=1.[C:34](OC(=O)C)(=[O:36])[CH3:35], predict the reaction product. The product is: [C:34]([N:31]1[CH2:30][CH2:29][CH:28]([O:27][C:24]2[CH:25]=[C:26]3[C:21](=[CH:22][CH:23]=2)[N:20]=[CH:19][N:18]=[C:17]3[NH:16][C:4]2[CH:5]=[CH:6][C:7]([O:8][CH2:9][C:10]3[CH:15]=[CH:14][CH:13]=[CH:12][N:11]=3)=[C:2]([Cl:1])[CH:3]=2)[CH2:33][CH2:32]1)(=[O:36])[CH3:35]. (3) Given the reactants [C:1]([CH:6]1[CH2:11][C:10](O)([C:12]([O:14][CH3:15])=[O:13])[CH:9]=[CH:8][C:7]1=[O:17])(=[O:5])[CH2:2][CH2:3][CH3:4].B(F)(F)F, predict the reaction product. The product is: [C:1]([C:6]1[CH:11]=[C:10]([CH:9]=[CH:8][C:7]=1[OH:17])[C:12]([O:14][CH3:15])=[O:13])(=[O:5])[CH2:2][CH2:3][CH3:4]. (4) Given the reactants [Mg].I[CH2:3][CH2:4][C:5]([CH3:8])([CH3:7])[CH3:6].[CH3:9][C:10]1[C:11](=[O:22])[O:12][CH2:13][C@H:14]([C:16]2[CH:21]=[CH:20][CH:19]=[CH:18][CH:17]=2)[N:15]=1, predict the reaction product. The product is: [CH3:6][C:5]([CH3:8])([CH3:7])[CH2:4][CH2:3][C@@:10]1([CH3:9])[C:11](=[O:22])[O:12][CH2:13][C@H:14]([C:16]2[CH:21]=[CH:20][CH:19]=[CH:18][CH:17]=2)[NH:15]1. (5) Given the reactants [CH3:1][C:2]1[CH:11]=[C:10]([CH2:12][O:13][C:14]2[CH:19]=[CH:18][C:17]([C:20]3[CH2:24][CH:23]([CH2:25][C:26]([OH:28])=O)[O:22][N:21]=3)=[CH:16][CH:15]=2)[C:9]2[C:4](=[CH:5][CH:6]=[CH:7][CH:8]=2)[N:3]=1.F[P-](F)(F)(F)(F)F.[N:36]1([O:45][P+](N(C)C)(N(C)C)N(C)C)C2C=CC=CC=2N=N1.C(N(C(C)C)CC)(C)C.Cl.NO, predict the reaction product. The product is: [OH:45][NH:36][C:26](=[O:28])[CH2:25][CH:23]1[O:22][N:21]=[C:20]([C:17]2[CH:16]=[CH:15][C:14]([O:13][CH2:12][C:10]3[C:9]4[C:4](=[CH:5][CH:6]=[CH:7][CH:8]=4)[N:3]=[C:2]([CH3:1])[CH:11]=3)=[CH:19][CH:18]=2)[CH2:24]1.